The task is: Predict the reactants needed to synthesize the given product.. This data is from Full USPTO retrosynthesis dataset with 1.9M reactions from patents (1976-2016). Given the product [CH3:25][NH:26][C:27]([NH:29][C:30]1[CH:35]=[CH:34][C:33]([C:2]2[N:11]=[CH:10][C:9]3[N:8]([CH2:12][C:13]4[CH:17]=[CH:16][N:15]([CH3:18])[N:14]=4)[C:7](=[O:19])[C:6]4([CH3:24])[CH2:20][O:21][CH2:22][CH2:23][N:5]4[C:4]=3[N:3]=2)=[CH:32][CH:31]=1)=[O:28], predict the reactants needed to synthesize it. The reactants are: Cl[C:2]1[N:11]=[CH:10][C:9]2[N:8]([CH2:12][C:13]3[CH:17]=[CH:16][N:15]([CH3:18])[N:14]=3)[C:7](=[O:19])[C:6]3([CH3:24])[CH2:20][O:21][CH2:22][CH2:23][N:5]3[C:4]=2[N:3]=1.[CH3:25][NH:26][C:27]([NH:29][C:30]1[CH:35]=[CH:34][C:33](B2OC(C)(C)C(C)(C)O2)=[CH:32][CH:31]=1)=[O:28].C(=O)(O)[O-].[Na+].O1CCOCC1.